Task: Predict the product of the given reaction.. Dataset: Forward reaction prediction with 1.9M reactions from USPTO patents (1976-2016) The product is: [Cl:50][C:51]1[CH:62]=[CH:61][C:54]2[NH:55][C:56]([C@@H:58]([NH:60][C:6](=[O:8])[C:5]3[CH:9]=[CH:10][C:11]([CH2:12][N:13]4[CH2:17][CH2:16][CH2:15][C:14]4=[O:18])=[C:3]([O:2][CH3:1])[CH:4]=3)[CH3:59])=[N:57][C:53]=2[CH:52]=1. Given the reactants [CH3:1][O:2][C:3]1[CH:4]=[C:5]([CH:9]=[CH:10][C:11]=1[CH2:12][N:13]1[CH2:17][CH2:16][CH2:15][C:14]1=[O:18])[C:6]([OH:8])=O.CN(C(ON1N=NC2C=CC=CC1=2)=[N+](C)C)C.[B-](F)(F)(F)F.C(N(C(C)C)CC)(C)C.[Cl:50][C:51]1[CH:62]=[CH:61][C:54]2[NH:55][C:56]([C@@H:58]([NH2:60])[CH3:59])=[N:57][C:53]=2[CH:52]=1.ClCl, predict the reaction product.